Dataset: Experimentally validated miRNA-target interactions with 360,000+ pairs, plus equal number of negative samples. Task: Binary Classification. Given a miRNA mature sequence and a target amino acid sequence, predict their likelihood of interaction. (1) The miRNA is ssc-miR-296-3p with sequence AGGGUUGGGCGGAGGCUUUCC. The protein sequence of the target gene is MPWKEESEFTKQDKAARVIQQAWKSFLNVAIFQHFKSLIDLRRQGEPRQIVKYINPKEAELLDAAAGIHVRFRLGGVKFPPDIYYKIFTHRPIEDLCANSPRNYAKLPAKHTSHNKNDHLQEEDHSGWYHRIENNGWRPVSDTFWLSTDGMVVEDKKESEFHFSKLKRRQDLEKKRKLRKIEWMRQMYYSGSLEAKSTHHETLGLIHTATKGLIRAFEDGGIDSVMEWEVDEVLNWTNTLNFDEYIASWKEIATSNSSANFKGFRFNQAQKNIYNYGGDISKMQMGIPDDTYYENVYQEP.... Result: 0 (no interaction). (2) The miRNA is mmu-miR-98-5p with sequence UGAGGUAGUAAGUUGUAUUGUU. The protein sequence of the target gene is MSIRAPPRLLELARQRLLRDQALAISTMEELPRELFPTLFMEAFSRRRCETLKTMVQAWPFTRLPLGSLMKSPHLESLKSVLEGVDVLLTQEVRPRQSKLQVLDLRNVDENFCDIFSGATASFPEALSQKQTADNCPGTGRQQPFMVFIDLCLKNRTLDECLTHLLEWGKQRKGLLHVCCKELQVFGMPIHSIIEVLNMVELDCIQEVEVCCPWELSTLVKFAPYLGQMRNLRKLVLFNIRASACIPPDNKGQFIARFTSQFLKLDYFQNLSMHSVSFLEGHLDQLLRCLQASLEMVVMT.... Result: 0 (no interaction). (3) The miRNA is hsa-miR-6516-5p with sequence UUUGCAGUAACAGGUGUGAGCA. The protein sequence of the target gene is MMATQTLSIDSYQDGQQMQVVTELKTEQDPNCSEPDAEGVSPPPVESQTPMDVDKQAIYRHPLFPLLALLFEKCEQSTQGSEGTTSASFDVDIENFVRKQEKEGKPFFCEDPETDNLMVKAIQVLRIHLLELEKVNELCKDFCSRYIACLKTKMNSETLLSGEPGSPYSPVQSQQIQSAITGTISPQGIVVPASALQQGNVAMATVAGGTVYQPVTVVTPQGQVVTQTLSPGTIRIQNSQLQLQLNQDLSILHQDDGSSKNKRGVLPKHATNVMRSWLFQHIGHPYPTEDEKKQIAAQTN.... Result: 1 (interaction). (4) The miRNA is mmu-miR-93-5p with sequence CAAAGUGCUGUUCGUGCAGGUAG. The protein sequence of the target gene is MAAAAALSGAGAPPAGGGAGGGGSPPGGWAVARLEGREFEYLMKKRSVTIGRNSSQGSVDVSMGHSSFISRRHLEIFTPPGGGHSAAAPEPAQPRPDAGGDFYLRCLGKNGVFVDGVFQRRGAPPLQLPRVCTFRFPSTNIKITFTALSSEKREKQEAPESPVKPVQPHISPLTINIPDTMAHLISPLPSPTGTISAANSCPSSPRGAGSSGYKVGRVMPSDLSLMADNSQPENEKEASGGDSPKDDSKPPYSYAQLIVQAITMAPDKQLTLNGIYTHITKNYPYYRTADKGWQNSIRHN.... Result: 0 (no interaction). (5) The miRNA is hsa-miR-519e-5p with sequence UUCUCCAAAAGGGAGCACUUUC. The protein sequence of the target gene is MLAVGCALLAALLAAPGAALAPRRCPAQEVARGVLTSLPGDSVTLTCPGVEPEDNATVHWVLRKPAAGSHPSRWAGMGRRLLLRSVQLHDSGNYSCYRAGRPAGTVHLLVDVPPEEPQLSCFRKSPLSNVVCEWGPRSTPSLTTKAVLLVRKFQNSPAEDFQEPCQYSQESQKFSCQLAVPEGDSSFYIVSMCVASSVGSKFSKTQTFQGCGILQPDPPANITVTAVARNPRWLSVTWQDPHSWNSSFYRLRFELRYRAERSKTFTTWMVKDLQHHCVIHDAWSGLRHVVQLRAQEEFGQ.... Result: 1 (interaction). (6) The miRNA is hsa-miR-3121-3p with sequence UAAAUAGAGUAGGCAAAGGACA. The protein sequence of the target gene is MYGKSPTRAVLFLLGLQLTALWPTAAVEIYTPRVLEAVNGTDVRLKCTFSSFAPVGDALTVTWNFRPRDGGPEQFVFYYHVDPFKPMSGRFKDRVAWDGNPERYDVSILLWKLQFDDNGTYTCQVKNPPDVDGLIGEIQLSVVQTVRFSEIHFLALAIGSACALMVIIVIVVVLFQHFRKKRRAERAHRVVEIKSKEEEKLNQEKKASVSLEYTD. Result: 0 (no interaction).